This data is from Peptide-MHC class II binding affinity with 134,281 pairs from IEDB. The task is: Regression. Given a peptide amino acid sequence and an MHC pseudo amino acid sequence, predict their binding affinity value. This is MHC class II binding data. The peptide sequence is VFGNCEGVKIIGISI. The MHC is HLA-DPA10301-DPB10402 with pseudo-sequence HLA-DPA10301-DPB10402. The binding affinity (normalized) is 0.542.